Dataset: Reaction yield outcomes from USPTO patents with 853,638 reactions. Task: Predict the reaction yield, written as a fraction of the theoretical maximum amount of product (1.0 means a 100% yield; for example, 0.34 means a 34% yield). (1) The reactants are [C:1]([C:5]1[CH:19]=[CH:18][C:8]([C:9]([CH:11]2[CH2:16][CH2:15][CH2:14][CH2:13][C:12]2=O)=[O:10])=[CH:7][CH:6]=1)([CH3:4])([CH3:3])[CH3:2].[CH3:20][O:21][C:22](=[O:33])[C@H:23]([CH2:25][C:26]1[CH:31]=[CH:30][C:29]([OH:32])=[CH:28][CH:27]=1)[NH2:24].O.CO. The catalyst is C1(OC)C=CC=CC=1.[Pd]. The product is [CH3:20][O:21][C:22](=[O:33])[CH:23]([NH:24][C:12]1[CH:13]=[CH:14][CH:15]=[CH:16][C:11]=1[C:9](=[O:10])[C:8]1[CH:18]=[CH:19][C:5]([C:1]([CH3:4])([CH3:3])[CH3:2])=[CH:6][CH:7]=1)[CH2:25][C:26]1[CH:31]=[CH:30][C:29]([OH:32])=[CH:28][CH:27]=1. The yield is 0.410. (2) The reactants are Br[C:2]1[CH:9]=[CH:8][C:5]([CH:6]=[O:7])=[CH:4][N:3]=1.[CH:10]#[C:11][CH2:12][CH2:13][CH2:14][CH2:15][CH2:16][CH2:17][CH2:18][CH2:19][CH2:20][CH3:21].C1(P(C2C=CC=CC=2)C2C=CC=CC=2)C=CC=CC=1.C(N(CC)CC)C. The catalyst is C1COCC1.Cl[Pd](Cl)([P](C1C=CC=CC=1)(C1C=CC=CC=1)C1C=CC=CC=1)[P](C1C=CC=CC=1)(C1C=CC=CC=1)C1C=CC=CC=1.[Cu]I. The product is [C:10]([C:2]1[CH:9]=[CH:8][C:5]([CH:6]=[O:7])=[CH:4][N:3]=1)#[C:11][CH2:12][CH2:13][CH2:14][CH2:15][CH2:16][CH2:17][CH2:18][CH2:19][CH2:20][CH3:21]. The yield is 0.290. (3) The reactants are [C:1]([O:5][C:6]([N:8]1[CH2:12][CH2:11][CH2:10][CH:9]1[C:13]1[N:14]([CH2:20][O:21][CH2:22][CH2:23][Si:24]([CH3:27])([CH3:26])[CH3:25])[C:15]([CH:18]=O)=[CH:16][N:17]=1)=[O:7])([CH3:4])([CH3:3])[CH3:2].[CH3:28]C(C)C(=O)C(P(=O)([O-])[O-])=[N+]=[N-].C(=O)([O-])[O-].[K+].[K+].O. The catalyst is CO.C1COCC1. The product is [C:1]([O:5][C:6]([N:8]1[CH2:12][CH2:11][CH2:10][CH:9]1[C:13]1[N:14]([CH2:20][O:21][CH2:22][CH2:23][Si:24]([CH3:27])([CH3:26])[CH3:25])[C:15]([C:18]#[CH:28])=[CH:16][N:17]=1)=[O:7])([CH3:3])([CH3:2])[CH3:4]. The yield is 0.770. (4) The reactants are [CH3:1][O:2][C:3](=[O:30])[NH:4][CH:5]([C:9]([N:11]1[CH:17]([C:18]2[NH:19][C:20]([C:23]3[CH:28]=[CH:27][C:26](Br)=[CH:25][CH:24]=3)=[CH:21][N:22]=2)[CH2:16][C:13]2([CH2:15][CH2:14]2)[CH2:12]1)=[O:10])[CH:6]([CH3:8])[CH3:7].B1(B2OC(C)(C)C(C)(C)O2)OC(C)(C)C(C)(C)O1.C([O-])(=O)C.[K+].[CH3:54][O:55][C:56](=[O:87])[NH:57][CH:58]([C:62]([N:64]1[CH:70]([C:71]2[NH:72][C:73]([C:76]3[CH:85]=[CH:84][C:83]4[C:78](=[CH:79][CH:80]=[C:81](Br)[CH:82]=4)[CH:77]=3)=[CH:74][N:75]=2)[CH2:69][C:66]2([CH2:68][CH2:67]2)[CH2:65]1)=[O:63])[CH:59]([CH3:61])[CH3:60].P([O-])([O-])([O-])=O.[K+].[K+].[K+]. The catalyst is O1CCOCC1. The product is [CH3:54][O:55][C:56](=[O:87])[NH:57][CH:58]([C:62]([N:64]1[CH:70]([C:71]2[NH:72][C:73]([C:76]3[CH:85]=[CH:84][C:83]4[C:78](=[CH:79][CH:80]=[C:81]([C:26]5[CH:25]=[CH:24][C:23]([C:20]6[NH:19][C:18]([CH:17]7[CH2:16][C:13]8([CH2:14][CH2:15]8)[CH2:12][N:11]7[C:9](=[O:10])[CH:5]([NH:4][C:3]([O:2][CH3:1])=[O:30])[CH:6]([CH3:8])[CH3:7])=[N:22][CH:21]=6)=[CH:28][CH:27]=5)[CH:82]=4)[CH:77]=3)=[CH:74][N:75]=2)[CH2:69][C:66]2([CH2:68][CH2:67]2)[CH2:65]1)=[O:63])[CH:59]([CH3:61])[CH3:60]. The yield is 0.240.